From a dataset of Reaction yield outcomes from USPTO patents with 853,638 reactions. Predict the reaction yield, written as a fraction of the theoretical maximum amount of product (1.0 means a 100% yield; for example, 0.34 means a 34% yield). (1) The reactants are [CH2:1]([O:8][C@H:9]([C@@H:26]([O:29][CH2:30][C:31]1[CH:36]=[CH:35][CH:34]=[CH:33][CH:32]=1)[CH:27]=[O:28])[CH2:10][O:11][CH2:12][C@H:13]([NH:18][C:19]([O:21][C:22]([CH3:25])([CH3:24])[CH3:23])=[O:20])[C:14]([O:16][CH3:17])=[O:15])[C:2]1[CH:7]=[CH:6][CH:5]=[CH:4][CH:3]=1.[CH2:37](Cl)Cl. The catalyst is C1COCC1.C(O[Ti](OC(C)C)(OC(C)C)C)(C)C. The product is [CH2:1]([O:8][C@H:9]([C@@H:26]([O:29][CH2:30][C:31]1[CH:32]=[CH:33][CH:34]=[CH:35][CH:36]=1)[C@@H:27]([OH:28])[CH3:37])[CH2:10][O:11][CH2:12][C@H:13]([NH:18][C:19]([O:21][C:22]([CH3:24])([CH3:25])[CH3:23])=[O:20])[C:14]([O:16][CH3:17])=[O:15])[C:2]1[CH:7]=[CH:6][CH:5]=[CH:4][CH:3]=1. The yield is 0.590. (2) The reactants are P.[C:2]([O:6][C:7](=[O:18])[C:8]1[CH:13]=[CH:12][C:11](Br)=[CH:10][C:9]=1[N+:15]([O-:17])=[O:16])([CH3:5])([CH3:4])[CH3:3].[CH3:19][N:20]1[CH2:24][CH2:23][CH2:22][C@H:21]1[CH2:25][OH:26]. The catalyst is C1C=CC(/C=C/C(/C=C/C2C=CC=CC=2)=O)=CC=1.C1C=CC(/C=C/C(/C=C/C2C=CC=CC=2)=O)=CC=1.[Pd].C1(C)C=CC=CC=1. The product is [CH3:19][N:20]1[CH2:24][CH2:23][CH2:22][C@H:21]1[CH2:25][O:26][C:11]1[CH:12]=[CH:13][C:8]([C:7]([O:6][C:2]([CH3:5])([CH3:4])[CH3:3])=[O:18])=[C:9]([N+:15]([O-:17])=[O:16])[CH:10]=1. The yield is 0.410. (3) The reactants are C[O:2][C:3]1[CH:4]=[C:5]2[C:9](=[CH:10][CH:11]=1)[CH2:8][NH:7][CH2:6]2.[BrH:12]. No catalyst specified. The product is [BrH:12].[OH:2][C:3]1[CH:4]=[C:5]2[C:9](=[CH:10][CH:11]=1)[CH2:8][NH:7][CH2:6]2. The yield is 0.930. (4) The reactants are CC1C2C(=CC=CC=2[N+]([O-])=O)NC=1.[CH3:14][C:15]1[C:23]2[C:18](=[CH:19][C:20]([N+:24]([O-])=O)=[CH:21][CH:22]=2)[NH:17][CH:16]=1. The catalyst is C(O)C.[Pd]. The product is [CH3:14][C:15]1[C:23]2[C:18](=[CH:19][C:20]([NH2:24])=[CH:21][CH:22]=2)[NH:17][CH:16]=1. The yield is 0.240. (5) The reactants are [Br:1][C:2]1[CH:8]=[C:7]([CH3:9])[C:5]([NH2:6])=[C:4]([CH3:10])[CH:3]=1.[C:11](Cl)(=[O:17])[CH2:12][CH2:13][CH2:14][CH2:15][CH3:16]. The catalyst is C(#N)C. The product is [Br:1][C:2]1[CH:8]=[C:7]([CH3:9])[C:5]([NH:6][C:11](=[O:17])[CH2:12][CH2:13][CH2:14][CH2:15][CH3:16])=[C:4]([CH3:10])[CH:3]=1. The yield is 0.500. (6) The reactants are [Br:1][C:2]1[CH:3]=[CH:4][C:5]([O:29]C)=[C:6]2[C:11]=1[CH:10]([NH:12][C:13]1[CH:21]=[CH:20][CH:19]=[C:18]3[C:14]=1[CH:15]=[N:16][NH:17]3)[C:9]([C:23]([F:26])([F:25])[F:24])([OH:22])[CH2:8][C:7]2([CH3:28])[CH3:27].B(Br)(Br)Br.C(=O)(O)[O-].[Na+]. The catalyst is C(OCC)(=O)C. The product is [Br:1][C:2]1[C:11]2[CH:10]([NH:12][C:13]3[CH:21]=[CH:20][CH:19]=[C:18]4[C:14]=3[CH:15]=[N:16][NH:17]4)[C:9]([C:23]([F:24])([F:25])[F:26])([OH:22])[CH2:8][C:7]([CH3:27])([CH3:28])[C:6]=2[C:5]([OH:29])=[CH:4][CH:3]=1. The yield is 0.838. (7) The reactants are [CH2:1]([O:8][C:9]1[C:32]([O:33][CH3:34])=[CH:31][C:12]([C:13]([N:15]2[C:23]3[C:18](=[CH:19][CH:20]=[C:21]([N+:24]([O-:26])=[O:25])[CH:22]=3)[CH2:17][CH:16]2[C:27](OC)=[O:28])=[O:14])=[C:11]([N+:35]([O-:37])=[O:36])[CH:10]=1)[C:2]1[CH:7]=[CH:6][CH:5]=[CH:4][CH:3]=1.C(=O)=O.CC(C)=O.CC(C[AlH]CC(C)C)C. The catalyst is ClCCl.C1(C)C=CC=CC=1.Cl.C(OCC)(=O)C.CO. The product is [CH2:1]([O:8][C:9]1[C:32]([O:33][CH3:34])=[CH:31][C:12]([C:13]([N:15]2[C:23]3[C:18](=[CH:19][CH:20]=[C:21]([N+:24]([O-:26])=[O:25])[CH:22]=3)[CH2:17][CH:16]2[CH:27]=[O:28])=[O:14])=[C:11]([N+:35]([O-:37])=[O:36])[CH:10]=1)[C:2]1[CH:7]=[CH:6][CH:5]=[CH:4][CH:3]=1. The yield is 0.645. (8) The yield is 0.440. The product is [C:1]([O:5][C:6](=[O:20])[NH:7][C:8]1[C:17]2[C:12](=[CH:13][CH:14]=[CH:15][CH:16]=2)[C:11]([C:18]2[O:25][CH:26]=[N:27][CH:28]=2)=[CH:10][CH:9]=1)([CH3:4])([CH3:3])[CH3:2]. The catalyst is CO. The reactants are [C:1]([O:5][C:6](=[O:20])[NH:7][C:8]1[C:17]2[C:12](=[CH:13][CH:14]=[CH:15][CH:16]=2)[C:11]([C:18]#N)=[CH:10][CH:9]=1)([CH3:4])([CH3:3])[CH3:2].C([O:25][C:26](=O)[NH:27][C:28]1C2C(=CC=CC=2)C(C=O)=CC=1)(C)(C)C.C1(C)C(S([N+]#[C-])(=O)=O)=CC=CC=1.C(=O)([O-])[O-].[K+].[K+].